From a dataset of Full USPTO retrosynthesis dataset with 1.9M reactions from patents (1976-2016). Predict the reactants needed to synthesize the given product. (1) Given the product [CH3:66][O:65][C:63]1[CH:62]=[CH:61][C:60]([C:67]2[CH:76]=[CH:75][C:74]3[C:69](=[CH:70][CH:71]=[C:72]([O:77][CH3:78])[CH:73]=3)[CH:68]=2)=[C:59]([CH:64]=1)[CH2:57][C:54]1[CH:55]=[CH:56][C:51]([O:50][CH2:49][CH2:48][N:41]2[CH2:42][CH2:43][CH2:44][CH2:45][CH2:46][CH2:47]2)=[CH:52][CH:53]=1, predict the reactants needed to synthesize it. The reactants are: OC1C=CC(C(C2C=C(OC)C=CC=2C2C=CC3C(=CC=C(OC)C=3)C=2)=O)=CC=1.Cl.ClCCN1CCCCCC1.[N:41]1([CH2:48][CH2:49][O:50][C:51]2[CH:56]=[CH:55][C:54]([C:57]([C:59]3[CH:64]=[C:63]([O:65][CH3:66])[CH:62]=[CH:61][C:60]=3[C:67]3[CH:76]=[CH:75][C:74]4[C:69](=[CH:70][CH:71]=[C:72]([O:77][CH3:78])[CH:73]=4)[CH:68]=3)=O)=[CH:53][CH:52]=2)[CH2:47][CH2:46][CH2:45][CH2:44][CH2:43][CH2:42]1. (2) The reactants are: C(=O)([O-])[O-].[Cs+].[Cs+].O1[CH2:12][CH2:11][O:10][CH2:9][CH2:8]1.O.[CH3:14][CH2:15][CH2:16][CH2:17][CH2:18]CC. Given the product [CH3:8][CH:9]1[C:18]2[C:12](=[CH:14][CH:15]=[CH:16][CH:17]=2)[CH2:11][O:10]1, predict the reactants needed to synthesize it. (3) Given the product [CH3:1][C:2]1[C:10]2[C:5](=[CH:6][CH:7]=[C:8]([C:11]3[C:20]([N:12]([CH:11]([CH3:20])[CH3:8])[CH3:13])=[N:19][C:18]4[C:13](=[CH:14][CH:15]=[C:16]([C:26]([OH:28])=[O:27])[CH:17]=4)[N:12]=3)[CH:9]=2)[NH:4][N:3]=1, predict the reactants needed to synthesize it. The reactants are: [CH3:1][C:2]1[C:10]2[C:5](=[CH:6][CH:7]=[C:8]([C:11]3[C:20](C(C(C)C)C)=[N:19][C:18]4[C:13](=[CH:14][CH:15]=[C:16]([C:26]([O:28]C)=[O:27])[CH:17]=4)[N:12]=3)[CH:9]=2)[NH:4][N:3]=1.[OH-].[Na+].Cl. (4) Given the product [CH2:17]([N:19]1[CH2:24][CH2:23][N:22]([CH2:2][C:3]2[CH:12]=[CH:11][C:6]([C:7]([O:9][CH3:10])=[O:8])=[CH:5][C:4]=2[C:13]([F:16])([F:15])[F:14])[CH2:21][CH2:20]1)[CH3:18], predict the reactants needed to synthesize it. The reactants are: Br[CH2:2][C:3]1[CH:12]=[CH:11][C:6]([C:7]([O:9][CH3:10])=[O:8])=[CH:5][C:4]=1[C:13]([F:16])([F:15])[F:14].[CH2:17]([N:19]1[CH2:24][CH2:23][NH:22][CH2:21][CH2:20]1)[CH3:18].C(=O)([O-])[O-].[Cs+].[Cs+]. (5) Given the product [F:18][C:12]1[CH:13]=[CH:14][CH:15]=[C:16]([F:17])[C:11]=1[C:9]1[NH:8][C:5]2=[N:6][CH:7]=[C:2]([B:19]3[O:23][C:22]([CH3:25])([CH3:24])[C:21]([CH3:27])([CH3:26])[O:20]3)[CH:3]=[C:4]2[CH:10]=1, predict the reactants needed to synthesize it. The reactants are: Br[C:2]1[CH:3]=[C:4]2[CH:10]=[C:9]([C:11]3[C:16]([F:17])=[CH:15][CH:14]=[CH:13][C:12]=3[F:18])[NH:8][C:5]2=[N:6][CH:7]=1.[B:19]1([B:19]2[O:23][C:22]([CH3:25])([CH3:24])[C:21]([CH3:27])([CH3:26])[O:20]2)[O:23][C:22]([CH3:25])([CH3:24])[C:21]([CH3:27])([CH3:26])[O:20]1.C([O-])(=O)C.[K+]. (6) Given the product [Cl:20][C:17]1[CH:18]=[CH:19][N:8]2[C:9]=1[C:10](=[O:16])[N:11]([CH2:12][CH:13]([F:15])[F:14])[C:6]([C@@H:3]1[CH2:4][CH2:5][N:2]1[C:22]1[C:23]3[C:30]([C:31]#[N:32])=[CH:29][NH:28][C:24]=3[N:25]=[CH:26][N:27]=1)=[N:7]2, predict the reactants needed to synthesize it. The reactants are: Cl.[NH:2]1[CH2:5][CH2:4][C@H:3]1[C:6]1[N:11]([CH2:12][CH:13]([F:15])[F:14])[C:10](=[O:16])[C:9]2=[C:17]([Cl:20])[CH:18]=[CH:19][N:8]2[N:7]=1.Cl[C:22]1[C:23]2[C:30]([C:31]#[N:32])=[CH:29][NH:28][C:24]=2[N:25]=[CH:26][N:27]=1.